Predict the reactants needed to synthesize the given product. From a dataset of Full USPTO retrosynthesis dataset with 1.9M reactions from patents (1976-2016). (1) Given the product [F:1][C:2]1[C:3]2[O:10][C:18]([C:19]([O:21][CH2:22][CH3:23])=[O:20])=[CH:5][C:4]=2[CH:7]=[CH:8][CH:9]=1, predict the reactants needed to synthesize it. The reactants are: [F:1][C:2]1[C:3]([OH:10])=[C:4]([CH:7]=[CH:8][CH:9]=1)[CH:5]=O.C(=O)([O-])[O-].[K+].[K+].Br[CH2:18][C:19]([O:21][CH2:22][CH3:23])=[O:20]. (2) The reactants are: C([O:3][C:4](=[O:27])[CH2:5][O:6][C:7]1[CH:11]=[CH:10][N:9]([CH2:12][C:13]2[CH:18]=[C:17]([Br:19])[CH:16]=[CH:15][C:14]=2[O:20][CH2:21][CH:22]([CH2:25][CH3:26])[CH2:23][CH3:24])[N:8]=1)C.[Li+].[OH-].O.[CH2:31]1COCC1. Given the product [Br:19][C:17]1[CH:16]=[CH:15][C:14]([O:20][CH2:21][CH:22]([CH2:23][CH3:24])[CH2:25][CH3:26])=[C:13]([CH:18]=1)[CH2:12][N:9]1[C:10]([CH3:31])=[CH:11][C:7]([O:6][CH2:5][C:4]([OH:3])=[O:27])=[N:8]1, predict the reactants needed to synthesize it. (3) Given the product [CH2:1]([C:11]1[CH:20]=[C:19]2[C:14]([CH:15]=[C:16]([S:24][CH3:23])[C:17]([O:21][CH3:22])=[CH:18]2)=[CH:13][CH:12]=1)[CH2:2][CH2:3][CH2:4][CH2:5][CH2:6][CH2:7][CH2:8][CH2:9][CH3:10], predict the reactants needed to synthesize it. The reactants are: [CH2:1]([C:11]1[CH:20]=[C:19]2[C:14]([CH:15]=[CH:16][C:17]([O:21][CH3:22])=[CH:18]2)=[CH:13][CH:12]=1)[CH2:2][CH2:3][CH2:4][CH2:5][CH2:6][CH2:7][CH2:8][CH2:9][CH3:10].[CH3:23][S:24]SC. (4) Given the product [CH:15]([N:14]([CH:18]([CH3:20])[CH3:19])[CH2:13][CH2:12][N:9]1[C:10]2[C:5](=[CH:4][CH:3]=[C:2]([NH:1][C:27]([C:24]3[CH:25]=[CH:26][C:21]([C:30]4[CH:31]=[CH:32][CH:33]=[CH:34][CH:35]=4)=[CH:22][CH:23]=3)=[O:28])[CH:11]=2)[CH2:6][CH2:7][CH2:8]1)([CH3:16])[CH3:17], predict the reactants needed to synthesize it. The reactants are: [NH2:1][C:2]1[CH:11]=[C:10]2[C:5]([CH2:6][CH2:7][CH2:8][N:9]2[CH2:12][CH2:13][N:14]([CH:18]([CH3:20])[CH3:19])[CH:15]([CH3:17])[CH3:16])=[CH:4][CH:3]=1.[C:21]1([C:30]2[CH:35]=[CH:34][CH:33]=[CH:32][CH:31]=2)[CH:26]=[CH:25][C:24]([C:27](Cl)=[O:28])=[CH:23][CH:22]=1.N1C=CC=CC=1.C(=O)([O-])[O-].[K+].[K+]. (5) Given the product [Cl:20][C:17]1[C:16]2[C:11](=[CH:12][C:13]([F:22])=[CH:14][C:15]=2[F:21])[N:10]=[C:9]([N:4]2[CH2:5][CH2:6][NH:1][C:2](=[O:7])[CH2:3]2)[C:18]=1[CH3:19], predict the reactants needed to synthesize it. The reactants are: [NH:1]1[CH2:6][CH2:5][NH:4][CH2:3][C:2]1=[O:7].Cl[C:9]1[C:18]([CH3:19])=[C:17]([Cl:20])[C:16]2[C:11](=[CH:12][C:13]([F:22])=[CH:14][C:15]=2[F:21])[N:10]=1.C(=O)([O-])[O-].[K+].[K+].C1(P(C2CCCCC2)C2C=CC=CC=2C2C(C(C)C)=CC(C(C)C)=CC=2C(C)C)CCCCC1. (6) Given the product [NH2:17][CH:16]1[CH2:15][CH2:14][CH:13]([O:20][C:21](=[O:23])[CH3:22])[CH2:12][CH:11]1[C:5]1[CH:6]=[CH:7][C:8]([O:9][CH3:10])=[C:3]([O:2][CH3:1])[CH:4]=1, predict the reactants needed to synthesize it. The reactants are: [CH3:1][O:2][C:3]1[CH:4]=[C:5]([CH:11]2[CH:16]([N+:17]([O-])=O)[CH2:15][CH2:14][CH:13]([O:20][C:21](=[O:23])[CH3:22])[CH2:12]2)[CH:6]=[CH:7][C:8]=1[O:9][CH3:10].O. (7) The reactants are: [N:1]1([C:6]2[N:11]=[CH:10][C:9]([CH2:12][C:13](=O)[CH2:14][O:15][Si:16]([C:19]([CH3:22])([CH3:21])[CH3:20])([CH3:18])[CH3:17])=[CH:8][CH:7]=2)[CH:5]=[N:4][N:3]=[N:2]1.[CH3:24][C:25]1[C:29](=[O:30])[O:28][CH2:27][C:26]=1[N:31]1[CH2:35][CH2:34][C:33]2([CH2:40][CH2:39][NH:38][CH2:37][CH2:36]2)[C:32]1=[O:41].[Na].O. Given the product [N:1]1([C:6]2[N:11]=[CH:10][C:9]([CH2:12][CH:13]([N:38]3[CH2:39][CH2:40][C:33]4([C:32](=[O:41])[N:31]([C:26]5[CH2:27][O:28][C:29](=[O:30])[C:25]=5[CH3:24])[CH2:35][CH2:34]4)[CH2:36][CH2:37]3)[CH2:14][O:15][Si:16]([C:19]([CH3:22])([CH3:21])[CH3:20])([CH3:18])[CH3:17])=[CH:8][CH:7]=2)[CH:5]=[N:4][N:3]=[N:2]1, predict the reactants needed to synthesize it.